Task: Predict the reaction yield, written as a fraction of the theoretical maximum amount of product (1.0 means a 100% yield; for example, 0.34 means a 34% yield).. Dataset: Reaction yield outcomes from USPTO patents with 853,638 reactions (1) The reactants are [ClH:1].C(OC(=O)[NH:8][CH2:9][CH2:10][CH2:11][CH2:12][C:13]1[CH:18]=[CH:17][C:16]([C:19](=[NH:21])[NH2:20])=[CH:15][CH:14]=1)(C)(C)C.C(Cl)[Cl:24].CO. The catalyst is CO. The product is [ClH:24].[ClH:1].[NH2:8][CH2:9][CH2:10][CH2:11][CH2:12][C:13]1[CH:18]=[CH:17][C:16]([C:19]([NH2:21])=[NH:20])=[CH:15][CH:14]=1. The yield is 0.940. (2) The reactants are [NH2:1][C:2]1[CH:7]=[CH:6][C:5]([NH:8][C:9](=[O:11])[CH3:10])=[CH:4][C:3]=1[N:12]1[CH2:17][CH2:16][CH2:15][CH2:14][CH2:13]1.[C:18]([C:20]1[O:24][C:23]([C:25](Cl)=[O:26])=[CH:22][CH:21]=1)#[N:19].CCN(C(C)C)C(C)C. No catalyst specified. The product is [C:9]([NH:8][C:5]1[CH:6]=[CH:7][C:2]([NH:1][C:25]([C:23]2[O:24][C:20]([C:18]#[N:19])=[CH:21][CH:22]=2)=[O:26])=[C:3]([N:12]2[CH2:17][CH2:16][CH2:15][CH2:14][CH2:13]2)[CH:4]=1)(=[O:11])[CH3:10]. The yield is 0.380. (3) The catalyst is COC(C)(C)C.[O-2].[O-2].[Mn+4]. The yield is 0.870. The product is [F:1][C:2]1[CH:7]=[CH:6][C:5]([CH:8]2[C:16]3[C:11](=[CH:12][C:13]([CH:17]=[O:18])=[CH:14][CH:15]=3)[CH2:10][O:9]2)=[CH:4][CH:3]=1. The reactants are [F:1][C:2]1[CH:7]=[CH:6][C:5]([CH:8]2[C:16]3[C:11](=[CH:12][C:13]([CH2:17][OH:18])=[CH:14][CH:15]=3)[CH2:10][O:9]2)=[CH:4][CH:3]=1. (4) The reactants are CON(C)[C:4]([C:6]1[N:7]=[N:8][CH:9]=[CH:10][CH:11]=1)=[O:5].[CH3:13]OC1C=CC(P2(SP(C3C=CC(OC)=CC=3)(=S)S2)=S)=CC=1. The catalyst is C1(C)C=CC=CC=1. The product is [N:8]1[CH:9]=[CH:10][CH:11]=[C:6]([CH:4]([OH:5])[CH3:13])[N:7]=1. The yield is 0.660.